This data is from Full USPTO retrosynthesis dataset with 1.9M reactions from patents (1976-2016). The task is: Predict the reactants needed to synthesize the given product. (1) Given the product [CH3:1][O:2][N:3]([CH3:22])[C:4]([C:6]1[CH:21]=[CH:20][C:9]2[S:10][C:11]3[CH:19]=[CH:18][CH:17]=[CH:16][C:12]=3[C:13]([CH2:25][CH2:26][CH2:27][CH3:28])=[N:14][C:8]=2[CH:7]=1)=[O:5], predict the reactants needed to synthesize it. The reactants are: [CH3:1][O:2][N:3]([CH3:22])[C:4]([C:6]1[CH:21]=[CH:20][C:9]2[S:10][C:11]3[CH:19]=[CH:18][CH:17]=[CH:16][C:12]=3[C:13](Cl)=[N:14][C:8]=2[CH:7]=1)=[O:5].CN1[CH2:28][CH2:27][CH2:26][C:25]1=O.C([Mg]Cl)CCC. (2) Given the product [CH3:1][C:2]1[C:10]2[N:9]=[C:8]([CH2:11][CH2:12][CH3:13])[N:7]([CH2:14][C:15]3[CH:33]=[CH:32][C:18]4/[C:19](=[CH:28]\[C:29]([NH:35][NH2:36])=[O:37])/[C:20]5[CH:21]=[CH:24][CH:25]=[CH:26][C:27]=5[O:34][CH2:23][C:17]=4[CH:16]=3)[C:6]=2[CH:5]=[CH:4][CH:3]=1, predict the reactants needed to synthesize it. The reactants are: [CH3:1][C:2]1[C:10]2[N:9]=[C:8]([CH2:11][CH2:12][CH3:13])[N:7]([CH2:14][C:15]3[CH:33]=[CH:32][C:18]4/[C:19](=[CH:28]\[C:29](O)=O)/[C:20]5[CH:27]=[CH:26][CH:25]=[CH:24][C:21]=5O[CH2:23][C:17]=4[CH:16]=3)[C:6]=2[CH:5]=[CH:4][CH:3]=1.[OH2:34].[NH2:35][NH2:36].[OH2:37].